From a dataset of Full USPTO retrosynthesis dataset with 1.9M reactions from patents (1976-2016). Predict the reactants needed to synthesize the given product. (1) Given the product [OH:30][CH:29]([C:7]1[N:8]([CH3:13])[CH:4]=[N:5][CH:6]=1)[C:28]1[CH:31]=[CH:32][C:25]([C:23]#[N:24])=[CH:26][CH:27]=1, predict the reactants needed to synthesize it. The reactants are: C([Si](CC)(CC)[C:4]1[NH:5][CH:6]=[CH:7][N:8]=1)C.[C:13]([Li])(C)(C)C.CCCCC.[C:23]([C:25]1[CH:32]=[CH:31][C:28]([CH:29]=[O:30])=[CH:27][CH:26]=1)#[N:24]. (2) Given the product [CH3:16][O:6][C:5](=[O:7])[C:4]1[CH:8]=[CH:9][C:10]([CH3:11])=[C:2]([Br:1])[CH:3]=1, predict the reactants needed to synthesize it. The reactants are: [Br:1][C:2]1[CH:3]=[C:4]([CH:8]=[CH:9][C:10]=1[CH3:11])[C:5]([OH:7])=[O:6].O=S(Cl)Cl.[CH3:16]O. (3) Given the product [Cl:40][C:38]1[C:17]([NH:9][CH2:8][C:20]2[CH:21]=[C:22]3[C:27](=[CH:28][CH:29]=2)[N:26]=[CH:25][C:24]([C:30]2[CH:31]=[CH:32][CH:33]=[CH:34][CH:35]=2)=[N:23]3)=[N:23][CH:22]=[CH:27][N:26]=1, predict the reactants needed to synthesize it. The reactants are: ClC1C([CH:8]([C:20]2[CH:21]=[C:22]3[C:27](=[CH:28][CH:29]=2)[N:26]=[CH:25][C:24]([C:30]2[CH:35]=[CH:34][CH:33]=[CH:32][CH:31]=2)=[N:23]3)[N:9]2[C:17](=O)C3C(=CC=CC=3)C2=O)=NC=CN=1.NN.[CH2:38]([Cl:40])Cl. (4) Given the product [NH2:16][CH2:2][C:3]([C:5]1[CH:10]=[CH:9][C:8]([F:11])=[C:7]([C:12]([F:15])([F:14])[F:13])[CH:6]=1)=[O:4], predict the reactants needed to synthesize it. The reactants are: Br[CH2:2][C:3]([C:5]1[CH:10]=[CH:9][C:8]([F:11])=[C:7]([C:12]([F:15])([F:14])[F:13])[CH:6]=1)=[O:4].[N-:16]=[N+]=[N-].[Na+].C1(P(C2C=CC=CC=2)C2C=CC=CC=2)C=CC=CC=1.O.C1(C)C=CC(S(O)(=O)=O)=CC=1. (5) Given the product [Cl:42][C:43]1[CH:51]=[CH:50][CH:49]=[C:48]([F:52])[C:44]=1[C:45]([NH:1][C:2]1[NH:6][C:5]2[C:7]3[CH2:8][C:9]([CH3:19])([CH3:18])[O:10][C:11]=3[C:12]([C:14]([O:16][CH3:17])=[O:15])=[CH:13][C:4]=2[N:3]=1)=[O:46], predict the reactants needed to synthesize it. The reactants are: [NH2:1][C:2]1[NH:6][C:5]2[C:7]3[CH2:8][C:9]([CH3:19])([CH3:18])[O:10][C:11]=3[C:12]([C:14]([O:16][CH3:17])=[O:15])=[CH:13][C:4]=2[N:3]=1.CCN=C=NCCCN(C)C.Cl.C1C=CC2N(O)N=NC=2C=1.[Cl:42][C:43]1[CH:51]=[CH:50][CH:49]=[C:48]([F:52])[C:44]=1[C:45](O)=[O:46]. (6) Given the product [C:27]([CH2:29][CH2:30][CH2:31][C:32]#[C:33][C:2]1[CH:3]=[C:4]([CH:24]=[CH:25][CH:26]=1)[CH2:5][O:6][NH:7][C:8](=[O:23])[C:9]1[CH:14]=[CH:13][CH:12]=[CH:11][C:10]=1[NH:15][CH2:16][C:17]1[CH:22]=[CH:21][N:20]=[CH:19][CH:18]=1)#[N:28], predict the reactants needed to synthesize it. The reactants are: I[C:2]1[CH:3]=[C:4]([CH:24]=[CH:25][CH:26]=1)[CH2:5][O:6][NH:7][C:8](=[O:23])[C:9]1[CH:14]=[CH:13][CH:12]=[CH:11][C:10]=1[NH:15][CH2:16][C:17]1[CH:22]=[CH:21][N:20]=[CH:19][CH:18]=1.[C:27]([CH2:29][CH2:30][CH2:31][C:32]#[CH:33])#[N:28]. (7) The reactants are: [Cl:1][C:2]1[CH:3]=[C:4]([CH:21]=[CH:22][CH:23]=1)[CH2:5][O:6][CH2:7][C:8]1[N:13]=[C:12]([NH:14]C(=O)C(C)(C)C)[CH:11]=[CH:10][CH:9]=1.[OH-].[Na+]. Given the product [Cl:1][C:2]1[CH:3]=[C:4]([CH:21]=[CH:22][CH:23]=1)[CH2:5][O:6][CH2:7][C:8]1[N:13]=[C:12]([NH2:14])[CH:11]=[CH:10][CH:9]=1, predict the reactants needed to synthesize it. (8) The reactants are: [C:1](Cl)(=O)[C:2]([Cl:4])=[O:3].[C:7](O)(=O)[CH2:8][CH2:9][CH2:10][CH2:11][CH2:12][CH2:13][CH2:14][CH2:15][CH2:16][CH2:17][CH2:18][CH2:19][CH2:20][CH2:21][CH2:22]CC. Given the product [C:2]([Cl:4])(=[O:3])[CH2:1][CH2:22][CH2:21][CH2:20][CH2:19][CH2:18][CH2:17][CH2:16][CH2:15][CH2:14][CH2:13][CH2:12][CH2:11][CH2:10][CH2:9][CH2:8][CH3:7], predict the reactants needed to synthesize it.